From a dataset of Reaction yield outcomes from USPTO patents with 853,638 reactions. Predict the reaction yield, written as a fraction of the theoretical maximum amount of product (1.0 means a 100% yield; for example, 0.34 means a 34% yield). (1) The reactants are [NH2:1][C:2]1[CH:9]=[CH:8][CH:7]=[CH:6][C:3]=1[C:4]#[N:5].C1C(=O)N([Br:17])C(=O)C1. The catalyst is ClCCl. The product is [NH2:1][C:2]1[CH:9]=[CH:8][C:7]([Br:17])=[CH:6][C:3]=1[C:4]#[N:5]. The yield is 0.870. (2) The reactants are [OH-].[Na+].C[O:4][C:5](=[O:21])[C:6]1[CH:11]=[C:10]([N:12]([CH3:16])[CH2:13][CH2:14][CH3:15])[N:9]=[C:8]([S:17]([CH3:20])(=[O:19])=[O:18])[CH:7]=1.Cl. The catalyst is CO. The product is [CH3:20][S:17]([C:8]1[CH:7]=[C:6]([CH:11]=[C:10]([N:12]([CH3:16])[CH2:13][CH2:14][CH3:15])[N:9]=1)[C:5]([OH:21])=[O:4])(=[O:19])=[O:18]. The yield is 0.850. (3) The reactants are [CH3:1][O:2][C:3]([C:5]1([C:8]2[CH:13]=[CH:12][C:11]([OH:14])=[C:10]([N+:15]([O-])=O)[CH:9]=2)[CH2:7][CH2:6]1)=[O:4]. The catalyst is CO.[Ni]. The product is [CH3:1][O:2][C:3]([C:5]1([C:8]2[CH:13]=[CH:12][C:11]([OH:14])=[C:10]([NH2:15])[CH:9]=2)[CH2:7][CH2:6]1)=[O:4]. The yield is 0.740. (4) The reactants are C([O:5][C:6](=[O:16])[C:7]1[CH:12]=[C:11]([Cl:13])[C:10]([NH2:14])=[CH:9][C:8]=1[F:15])(C)(C)C.FC(F)(F)C(O)=O. The catalyst is C(Cl)Cl. The product is [NH2:14][C:10]1[C:11]([Cl:13])=[CH:12][C:7]([C:6]([OH:16])=[O:5])=[C:8]([F:15])[CH:9]=1. The yield is 1.00. (5) The reactants are [C:1]([C:3]1[CH:4]=[C:5]([CH:7]=[CH:8][CH:9]=1)[NH2:6])#[CH:2].I[C:11]1[CH:12]=[C:13]([NH:17][C:18](=[O:24])[O:19][C:20]([CH3:23])([CH3:22])[CH3:21])[CH:14]=[CH:15][CH:16]=1.C(N(CC)C(C)C)(C)C. The catalyst is C1COCC1.O.Cl[Pd](Cl)([P](C1C=CC=CC=1)(C1C=CC=CC=1)C1C=CC=CC=1)[P](C1C=CC=CC=1)(C1C=CC=CC=1)C1C=CC=CC=1.[Cu]I. The product is [NH2:6][C:5]1[CH:4]=[C:3]([C:1]#[C:2][C:11]2[CH:12]=[C:13]([NH:17][C:18](=[O:24])[O:19][C:20]([CH3:22])([CH3:21])[CH3:23])[CH:14]=[CH:15][CH:16]=2)[CH:9]=[CH:8][CH:7]=1. The yield is 0.490. (6) The reactants are [CH3:1][N:2]([S:15]([C:18]1[S:19][CH:20]=[CH:21][CH:22]=1)(=[O:17])=[O:16])[C:3]1[CH:4]=[CH:5][CH:6]=[C:7]2[C:11]=1[NH:10][C:9]([C:12](=[S:14])[NH2:13])=[CH:8]2.[K].[OH-:24].[Na+].Cl.[O:27]1[CH2:31][CH2:30][CH2:29]C1. The catalyst is C(OCC)(=O)C.C(O)C.CN(C)C(=O)C.C(O)(=O)C. The product is [CH3:1][N:2]([S:15]([C:18]1[S:19][CH:20]=[CH:21][CH:22]=1)(=[O:17])=[O:16])[C:3]1[CH:4]=[CH:5][CH:6]=[C:7]2[C:11]=1[NH:10][C:9]([C:12]1[S:14][C:30]([C:31]([OH:27])=[O:24])=[CH:29][N:13]=1)=[CH:8]2. The yield is 0.0270.